Predict the product of the given reaction. From a dataset of Forward reaction prediction with 1.9M reactions from USPTO patents (1976-2016). (1) Given the reactants C([Sn](CCCC)(CCCC)[C:6]1[CH:11]=[CH:10][N:9]=[CH:8][CH:7]=1)CCC.[Cl:20][C:21]1[CH:26]=[CH:25][N:24]=[C:23]2[CH:27]=[C:28](I)[S:29][C:22]=12, predict the reaction product. The product is: [Cl:20][C:21]1[CH:26]=[CH:25][N:24]=[C:23]2[CH:27]=[C:28]([C:6]3[CH:7]=[CH:8][N:9]=[CH:10][CH:11]=3)[S:29][C:22]=12. (2) Given the reactants [F:1][C:2]([F:22])([F:21])[O:3][C:4]1[CH:9]=[CH:8][C:7]([N:10]2[CH2:14][CH2:13][C:12]3([CH2:19][CH2:18][NH:17][CH2:16][CH2:15]3)[C:11]2=[O:20])=[CH:6][CH:5]=1.O=C(Cl)[O:25][C:26](Cl)(Cl)Cl.[CH2:31]([NH:33][CH2:34][CH2:35][C:36]1[CH:41]=[CH:40][CH:39]=[CH:38][N:37]=1)[CH3:32], predict the reaction product. The product is: [CH2:31]([N:33]([CH2:34][CH2:35][C:36]1[CH:41]=[CH:40][CH:39]=[CH:38][N:37]=1)[C:26]([N:17]1[CH2:16][CH2:15][C:12]2([C:11](=[O:20])[N:10]([C:7]3[CH:8]=[CH:9][C:4]([O:3][C:2]([F:1])([F:21])[F:22])=[CH:5][CH:6]=3)[CH2:14][CH2:13]2)[CH2:19][CH2:18]1)=[O:25])[CH3:32]. (3) Given the reactants N(C(OCC)=O)=NC(OCC)=O.C1(P(C2C=CC=CC=2)C2C=CC=CC=2)C=CC=CC=1.[C:32]([C:36]1[O:40][N:39]=[C:38]([NH:41][C:42](=[O:58])[C:43]([S:48]([C:51]2[CH:56]=[CH:55][C:54]([Cl:57])=[CH:53][CH:52]=2)(=[O:50])=[O:49])([CH3:47])[CH2:44][CH2:45]O)[CH:37]=1)([CH3:35])([CH3:34])[CH3:33], predict the reaction product. The product is: [C:32]([C:36]1[O:40][N:39]=[C:38]([N:41]2[CH2:45][CH2:44][C:43]([S:48]([C:51]3[CH:56]=[CH:55][C:54]([Cl:57])=[CH:53][CH:52]=3)(=[O:50])=[O:49])([CH3:47])[C:42]2=[O:58])[CH:37]=1)([CH3:34])([CH3:33])[CH3:35]. (4) Given the reactants C(=O)([O-])[O-].[K+].[K+].[CH3:7][NH:8][CH:9]1[CH2:14][CH2:13][CH2:12][CH2:11][CH2:10]1.CN1CCCC1=O.F[C:23]1[CH:28]=[CH:27][C:26]([F:29])=[CH:25][C:24]=1[N+:30]([O-:32])=[O:31], predict the reaction product. The product is: [CH:9]1([N:8]([CH3:7])[C:23]2[CH:28]=[CH:27][C:26]([F:29])=[CH:25][C:24]=2[N+:30]([O-:32])=[O:31])[CH2:14][CH2:13][CH2:12][CH2:11][CH2:10]1. (5) Given the reactants [OH:1][C:2]1[C:10]([CH3:11])=[CH:9][CH:8]=[CH:7][C:3]=1[C:4](O)=[O:5].[CH3:12][O:13][C:14]([C:16]1([NH2:29])[CH2:27][C:26]2[C:28]3[C:22]([CH:23]=[CH:24][CH:25]=2)=[CH:21][CH:20]=[CH:19][C:18]=3[CH2:17]1)=[O:15].CN(C(ON1N=NC2C=CC=NC1=2)=[N+](C)C)C.F[P-](F)(F)(F)(F)F.CCN(C(C)C)C(C)C, predict the reaction product. The product is: [CH3:12][O:13][C:14]([C:16]1([NH:29][C:4](=[O:5])[C:3]2[CH:7]=[CH:8][CH:9]=[C:10]([CH3:11])[C:2]=2[OH:1])[CH2:27][C:26]2[C:28]3[C:22]([CH:23]=[CH:24][CH:25]=2)=[CH:21][CH:20]=[CH:19][C:18]=3[CH2:17]1)=[O:15].